This data is from Reaction yield outcomes from USPTO patents with 853,638 reactions. The task is: Predict the reaction yield, written as a fraction of the theoretical maximum amount of product (1.0 means a 100% yield; for example, 0.34 means a 34% yield). The catalyst is [Cu].CN(C)C=O. The yield is 0.780. The reactants are [Br:1][C:2]1[CH:14]=[CH:13][C:12]2[C:11]3[C:6](=[CH:7][C:8]([Br:15])=[CH:9][CH:10]=3)[NH:5][C:4]=2[CH:3]=1.I[C:17]1[CH:22]=[CH:21][CH:20]=[CH:19][CH:18]=1.C(=O)([O-])[O-].[K+].[K+]. The product is [Br:1][C:2]1[CH:14]=[CH:13][C:12]2[C:11]3[C:6](=[CH:7][C:8]([Br:15])=[CH:9][CH:10]=3)[N:5]([C:17]3[CH:22]=[CH:21][CH:20]=[CH:19][CH:18]=3)[C:4]=2[CH:3]=1.